This data is from Reaction yield outcomes from USPTO patents with 853,638 reactions. The task is: Predict the reaction yield, written as a fraction of the theoretical maximum amount of product (1.0 means a 100% yield; for example, 0.34 means a 34% yield). (1) The reactants are [CH3:1][C:2]1[O:6][N:5]=[C:4]([C:7]2[CH:12]=[CH:11][CH:10]=[CH:9][CH:8]=2)[C:3]=1[CH2:13][O:14][C:15]1[N:20]=[CH:19][C:18]([C:21]([NH:23][CH:24]2[CH2:29][CH2:28][CH2:27][N:26]([CH2:30][C:31]([OH:33])=O)[CH2:25]2)=[O:22])=[CH:17][CH:16]=1.[CH2:34]([NH2:36])[CH3:35]. The catalyst is O. The product is [CH2:34]([NH:36][C:31]([CH2:30][N:26]1[CH2:27][CH2:28][CH2:29][CH:24]([NH:23][C:21](=[O:22])[C:18]2[CH:17]=[CH:16][C:15]([O:14][CH2:13][C:3]3[C:4]([C:7]4[CH:8]=[CH:9][CH:10]=[CH:11][CH:12]=4)=[N:5][O:6][C:2]=3[CH3:1])=[N:20][CH:19]=2)[CH2:25]1)=[O:33])[CH3:35]. The yield is 0.630. (2) The reactants are [Cl:1][C:2]1[CH:3]=[C:4]([F:28])[C:5]([C:8]([F:27])([F:26])[CH2:9][N:10]2[CH2:15][CH2:14][CH:13]([NH:16][C:17]3[C:18]4[CH:25]=[CH:24][NH:23][C:19]=4[N:20]=[CH:21][N:22]=3)[CH2:12][CH2:11]2)=[N:6][CH:7]=1.Cl.CO. The catalyst is CO. The product is [ClH:1].[Cl:1][C:2]1[CH:3]=[C:4]([F:28])[C:5]([C:8]([F:27])([F:26])[CH2:9][N:10]2[CH2:15][CH2:14][CH:13]([NH:16][C:17]3[C:18]4[CH:25]=[CH:24][NH:23][C:19]=4[N:20]=[CH:21][N:22]=3)[CH2:12][CH2:11]2)=[N:6][CH:7]=1. The yield is 1.00. (3) The reactants are [Br:1][C:2]1[CH:3]=[C:4]([C:15]([OH:17])=O)[C:5]2[C:10]([CH3:11])=[N:9][N:8]([CH:12]([CH3:14])[CH3:13])[C:6]=2[N:7]=1.[NH2:18][CH2:19][C:20]1[C:21](=[O:28])[NH:22][C:23]([CH3:27])=[CH:24][C:25]=1[CH3:26].C1CN([P+](ON2N=NC3C=CC=CC2=3)(N2CCCC2)N2CCCC2)CC1.F[P-](F)(F)(F)(F)F. The catalyst is CS(C)=O. The product is [Br:1][C:2]1[CH:3]=[C:4]([C:15]([NH:18][CH2:19][C:20]2[C:21](=[O:28])[NH:22][C:23]([CH3:27])=[CH:24][C:25]=2[CH3:26])=[O:17])[C:5]2[C:10]([CH3:11])=[N:9][N:8]([CH:12]([CH3:13])[CH3:14])[C:6]=2[N:7]=1. The yield is 0.275. (4) The reactants are [O:1]1[CH2:6][CH2:5][O:4][C:3]2[CH:7]=[C:8]([C:11]3[C:12]([CH3:29])=[C:13]([CH:26]=[CH:27][CH:28]=3)[CH2:14][O:15][C:16]3[C:23]([CH3:24])=[CH:22][C:19]([CH:20]=[O:21])=[C:18]([OH:25])[CH:17]=3)[CH:9]=[CH:10][C:2]1=2.Cl[CH2:31][C:32]1[CH:33]=[N:34][CH:35]=[C:36]([CH:39]=1)[C:37]#[N:38].C(=O)([O-])[O-].[Cs+].[Cs+].O. The catalyst is CN(C=O)C. The product is [O:1]1[CH2:6][CH2:5][O:4][C:3]2[CH:7]=[C:8]([C:11]3[C:12]([CH3:29])=[C:13]([CH:26]=[CH:27][CH:28]=3)[CH2:14][O:15][C:16]3[C:23]([CH3:24])=[CH:22][C:19]([CH:20]=[O:21])=[C:18]([CH:17]=3)[O:25][CH2:31][C:32]3[CH:33]=[N:34][CH:35]=[C:36]([CH:39]=3)[C:37]#[N:38])[CH:9]=[CH:10][C:2]1=2. The yield is 0.970. (5) The reactants are [CH2:1]([NH:3][C:4]1[CH:9]=[C:8]([CH3:10])[NH:7][C:6](=[O:11])[C:5]=1[C:12]#[N:13])[CH3:2].[C:14](O[C:14]([O:16][C:17]([CH3:20])([CH3:19])[CH3:18])=[O:15])([O:16][C:17]([CH3:20])([CH3:19])[CH3:18])=[O:15].[BH4-].[Na+].NCCNCCN.C([O-])(O)=O.[Na+]. The catalyst is CCOC(C)=O.O.O.O.O.O.O.[Ni](Cl)Cl.CO. The product is [CH2:1]([NH:3][C:4]1[CH:9]=[C:8]([CH3:10])[NH:7][C:6](=[O:11])[C:5]=1[CH2:12][NH:13][C:14](=[O:15])[O:16][C:17]([CH3:20])([CH3:19])[CH3:18])[CH3:2]. The yield is 0.567.